This data is from Catalyst prediction with 721,799 reactions and 888 catalyst types from USPTO. The task is: Predict which catalyst facilitates the given reaction. Reactant: [CH3:1][C:2]1[C:3]([C:26]2[CH:31]=[CH:30][CH:29]=[CH:28][CH:27]=2)=[C:4]([O:14][C:15]2[CH:20]=[CH:19][C:18]([O:21][CH2:22][C:23]([OH:25])=[O:24])=[CH:17][CH:16]=2)[C:5]2[C:10]([CH:11]=1)=[CH:9][C:8]([O:12]C)=[CH:7][CH:6]=2.B(Br)(Br)Br.C([O-])(O)=O.[Na+]. Product: [OH:12][C:8]1[CH:9]=[C:10]2[C:5](=[CH:6][CH:7]=1)[C:4]([O:14][C:15]1[CH:16]=[CH:17][C:18]([O:21][CH2:22][C:23]([OH:25])=[O:24])=[CH:19][CH:20]=1)=[C:3]([C:26]1[CH:27]=[CH:28][CH:29]=[CH:30][CH:31]=1)[C:2]([CH3:1])=[CH:11]2. The catalyst class is: 2.